This data is from Full USPTO retrosynthesis dataset with 1.9M reactions from patents (1976-2016). The task is: Predict the reactants needed to synthesize the given product. (1) Given the product [CH2:1]([O:3][C:4](=[O:20])[CH:5]([O:17][CH2:18][CH3:19])[CH2:6][C:7]1[CH:8]=[C:9]2[C:13](=[CH:14][CH:15]=1)[N:12]([CH2:22][C:23]1[N:24]=[C:25]([C:29]3[CH:34]=[CH:33][C:32]([F:35])=[C:31]([CH3:36])[CH:30]=3)[O:26][C:27]=1[CH3:28])[CH:11]=[C:10]2[CH3:16])[CH3:2], predict the reactants needed to synthesize it. The reactants are: [CH2:1]([O:3][C:4](=[O:20])[CH:5]([O:17][CH2:18][CH3:19])[CH2:6][C:7]1[CH:8]=[C:9]2[C:13](=[CH:14][CH:15]=1)[NH:12][CH:11]=[C:10]2[CH3:16])[CH3:2].Cl[CH2:22][C:23]1[N:24]=[C:25]([C:29]2[CH:34]=[CH:33][C:32]([F:35])=[C:31]([CH3:36])[CH:30]=2)[O:26][C:27]=1[CH3:28]. (2) Given the product [N:1]1([C:7]2[N:8]=[C:9]([CH2:14][C:15](=[O:17])[N:29]3[C:30]4[C:26](=[C:25]([C:20]5[CH:21]=[CH:22][CH:23]=[CH:24][N:19]=5)[CH:33]=[CH:32][CH:31]=4)[CH2:27][CH2:28]3)[NH:10][C:11](=[O:13])[CH:12]=2)[CH2:2][CH2:3][O:4][CH2:5][CH2:6]1, predict the reactants needed to synthesize it. The reactants are: [N:1]1([C:7]2[N:8]=[C:9]([CH2:14][C:15]([O-:17])=O)[NH:10][C:11](=[O:13])[CH:12]=2)[CH2:6][CH2:5][O:4][CH2:3][CH2:2]1.[Na+].[N:19]1[CH:24]=[CH:23][CH:22]=[CH:21][C:20]=1[C:25]1[CH:33]=[CH:32][CH:31]=[C:30]2[C:26]=1[CH2:27][CH2:28][NH:29]2.